Dataset: Forward reaction prediction with 1.9M reactions from USPTO patents (1976-2016). Task: Predict the product of the given reaction. (1) Given the reactants [F:1][C:2]1[C:7]([CH3:8])=[CH:6][CH:5]=[CH:4][C:3]=1[NH:9][C:10](=[O:17])[CH2:11][CH:12](OC)OC, predict the reaction product. The product is: [F:1][C:2]1[C:7]([CH3:8])=[CH:6][CH:5]=[C:4]2[C:3]=1[NH:9][C:10](=[O:17])[CH:11]=[CH:12]2. (2) The product is: [C:22]([N:19]1[CH2:18][CH2:17][N:16]([C:14]([C@H:11]2[CH2:12][CH2:13][C@H:8]([CH2:7][N:6]3[C:4](=[O:5])[C:3]4[C:2](=[CH:30][CH:29]=[C:28]([O:31][CH3:32])[CH:27]=4)[NH:1][C:35]3=[O:36])[CH2:9][CH2:10]2)=[O:15])[CH2:21][CH2:20]1)(=[O:26])[CH:23]([CH3:25])[CH3:24]. Given the reactants [NH2:1][C:2]1[CH:30]=[CH:29][C:28]([O:31][CH3:32])=[CH:27][C:3]=1[C:4]([NH:6][CH2:7][C@H:8]1[CH2:13][CH2:12][C@H:11]([C:14]([N:16]2[CH2:21][CH2:20][N:19]([C:22](=[O:26])[CH:23]([CH3:25])[CH3:24])[CH2:18][CH2:17]2)=[O:15])[CH2:10][CH2:9]1)=[O:5].C1C[O:36][CH2:35]C1, predict the reaction product. (3) Given the reactants [Br:1][C:2]1[CH:3]=[C:4]([CH:8]=[CH:9][N:10]=1)[C:5](O)=[O:6].[OH-].[Na+], predict the reaction product. The product is: [Br:1][C:2]1[CH:3]=[C:4]([CH2:5][OH:6])[CH:8]=[CH:9][N:10]=1. (4) Given the reactants O.F[C:3]1[CH:10]=[CH:9][C:6]([CH:7]=[O:8])=[CH:5][CH:4]=1.[C:11](=O)([O-])[O-].[Na+].[Na+].C[N:18]1[CH2:23][CH2:22][NH:21][CH2:20][CH2:19]1, predict the reaction product. The product is: [CH3:11][CH:19]1[CH2:20][NH:21][CH2:22][CH2:23][N:18]1[C:3]1[CH:10]=[CH:9][C:6]([CH:7]=[O:8])=[CH:5][CH:4]=1. (5) Given the reactants [Cl:1][C:2]1[C:7]([CH2:8][OH:9])=[CH:6][C:5]([C:10]2[CH:11]=[C:12]3[C:17](=[CH:18][CH:19]=2)[N:16]=[CH:15][CH:14]=[C:13]3[N:20]2[CH2:25][CH2:24][O:23][CH2:22][CH2:21]2)=[CH:4][N:3]=1.CCN(C(C)C)C(C)C.[CH3:35][C:36](OC(C)=O)=[O:37], predict the reaction product. The product is: [C:36]([O:9][CH2:8][C:7]1[C:2]([Cl:1])=[N:3][CH:4]=[C:5]([C:10]2[CH:11]=[C:12]3[C:17](=[CH:18][CH:19]=2)[N:16]=[CH:15][CH:14]=[C:13]3[N:20]2[CH2:25][CH2:24][O:23][CH2:22][CH2:21]2)[CH:6]=1)(=[O:37])[CH3:35].